The task is: Regression. Given two drug SMILES strings and cell line genomic features, predict the synergy score measuring deviation from expected non-interaction effect.. This data is from NCI-60 drug combinations with 297,098 pairs across 59 cell lines. (1) Drug 1: C1CN1C2=NC(=NC(=N2)N3CC3)N4CC4. Drug 2: CC(CN1CC(=O)NC(=O)C1)N2CC(=O)NC(=O)C2. Cell line: 786-0. Synergy scores: CSS=48.7, Synergy_ZIP=-0.772, Synergy_Bliss=-1.10, Synergy_Loewe=-7.26, Synergy_HSA=0.638. (2) Drug 1: CC(C)NC(=O)C1=CC=C(C=C1)CNNC.Cl. Drug 2: CC12CCC3C(C1CCC2OP(=O)(O)O)CCC4=C3C=CC(=C4)OC(=O)N(CCCl)CCCl.[Na+]. Cell line: UO-31. Synergy scores: CSS=10.4, Synergy_ZIP=-5.12, Synergy_Bliss=-2.67, Synergy_Loewe=-3.08, Synergy_HSA=-2.37. (3) Drug 1: CC=C1C(=O)NC(C(=O)OC2CC(=O)NC(C(=O)NC(CSSCCC=C2)C(=O)N1)C(C)C)C(C)C. Drug 2: CS(=O)(=O)OCCCCOS(=O)(=O)C. Cell line: IGROV1. Synergy scores: CSS=33.5, Synergy_ZIP=-0.402, Synergy_Bliss=-1.05, Synergy_Loewe=-3.93, Synergy_HSA=-3.27. (4) Drug 2: C1CN1P(=S)(N2CC2)N3CC3. Drug 1: CC1=C(C=C(C=C1)NC2=NC=CC(=N2)N(C)C3=CC4=NN(C(=C4C=C3)C)C)S(=O)(=O)N.Cl. Cell line: OVCAR-5. Synergy scores: CSS=-0.838, Synergy_ZIP=-2.50, Synergy_Bliss=-4.30, Synergy_Loewe=-12.3, Synergy_HSA=-6.19.